This data is from Reaction yield outcomes from USPTO patents with 853,638 reactions. The task is: Predict the reaction yield, written as a fraction of the theoretical maximum amount of product (1.0 means a 100% yield; for example, 0.34 means a 34% yield). (1) The yield is 1.05. The reactants are [C:1]1([CH2:7][N:8]([C@@H:16]([CH2:25][C:26]2[CH:31]=[CH:30][CH:29]=[CH:28][CH:27]=2)[C@H:17]([OH:24])[CH2:18][NH:19][CH2:20][CH:21]([CH3:23])[CH3:22])[CH2:9][C:10]2[CH:15]=[CH:14][CH:13]=[CH:12][CH:11]=2)[CH:6]=[CH:5][CH:4]=[CH:3][CH:2]=1.C(O)(=O)C(O)=O.C(=O)([O-])[O-].[K+].[K+].[O:44]1[C:48]2[CH:49]=[CH:50][C:51]([S:53](Cl)(=[O:55])=[O:54])=[CH:52][C:47]=2[O:46][CH2:45]1. The catalyst is O.O1CCOCC1.C(OCC)(=O)C. The product is [O:44]1[C:48]2[CH:49]=[CH:50][C:51]([S:53]([N:19]([CH2:18][C@@H:17]([OH:24])[C@@H:16]([N:8]([CH2:9][C:10]3[CH:15]=[CH:14][CH:13]=[CH:12][CH:11]=3)[CH2:7][C:1]3[CH:2]=[CH:3][CH:4]=[CH:5][CH:6]=3)[CH2:25][C:26]3[CH:31]=[CH:30][CH:29]=[CH:28][CH:27]=3)[CH2:20][CH:21]([CH3:23])[CH3:22])(=[O:54])=[O:55])=[CH:52][C:47]=2[O:46][CH2:45]1. (2) The reactants are [C:1]([C:5]1[CH:10]=[CH:9][C:8]([NH:11][C:12]2[CH:17]=[CH:16][C:15]([O:18][C:19]3[C:28]4[C:23](=[CH:24][C:25]([O:31][CH2:32][CH:33]5[CH2:38][CH2:37][NH:36][CH2:35][CH2:34]5)=[C:26]([O:29][CH3:30])[CH:27]=4)[N:22]=[CH:21][CH:20]=3)=[CH:14][CH:13]=2)=[CH:7][CH:6]=1)([CH3:4])([CH3:3])[CH3:2].C(=O)([O-])[O-].[K+].[K+].Br[CH2:46][CH2:47][CH3:48].O. The catalyst is CN(C)C=O.C(OCC)(=O)C. The product is [C:1]([C:5]1[CH:6]=[CH:7][C:8]([NH:11][C:12]2[CH:17]=[CH:16][C:15]([O:18][C:19]3[C:28]4[C:23](=[CH:24][C:25]([O:31][CH2:32][CH:33]5[CH2:38][CH2:37][N:36]([CH2:46][CH2:47][CH3:48])[CH2:35][CH2:34]5)=[C:26]([O:29][CH3:30])[CH:27]=4)[N:22]=[CH:21][CH:20]=3)=[CH:14][CH:13]=2)=[CH:9][CH:10]=1)([CH3:4])([CH3:2])[CH3:3]. The yield is 0.0700. (3) The reactants are FC(F)(F)C(O)=O.[N:8]1([CH2:13][C:14]2[CH:33]=[CH:32][C:17]([O:18][C@H:19]3[CH2:22][C@H:21]([CH2:23][NH:24]C(=O)OC(C)(C)C)[CH2:20]3)=[CH:16][CH:15]=2)[CH2:12][CH2:11][CH2:10][CH2:9]1. The catalyst is ClCCl. The product is [N:8]1([CH2:13][C:14]2[CH:33]=[CH:32][C:17]([O:18][C@H:19]3[CH2:22][C@H:21]([CH2:23][NH2:24])[CH2:20]3)=[CH:16][CH:15]=2)[CH2:12][CH2:11][CH2:10][CH2:9]1. The yield is 0.910. (4) The reactants are [CH2:1]([NH2:13])[CH2:2][CH2:3][CH2:4][CH2:5][CH2:6][CH2:7][CH2:8][CH2:9][CH2:10][CH2:11][CH3:12].C([O-])([O-])=O.[Na+].[Na+].Br[CH2:21][CH2:22][CH2:23][CH2:24][CH2:25][CH2:26][CH2:27][CH2:28][CH2:29][CH2:30][CH2:31][CH2:32][CH2:33][CH3:34]. The catalyst is [I-].C([N+](CCCC)(CCCC)CCCC)CCC.CN(C=O)C.O1CCOCC1. The product is [CH2:1]([NH:13][CH2:34][CH2:33][CH2:32][CH2:31][CH2:30][CH2:29][CH2:28][CH2:27][CH2:26][CH2:25][CH2:24][CH2:23][CH2:22][CH3:21])[CH2:2][CH2:3][CH2:4][CH2:5][CH2:6][CH2:7][CH2:8][CH2:9][CH2:10][CH2:11][CH3:12]. The yield is 0.350. (5) The reactants are [CH:1]1([NH:4][NH2:5])[CH2:3][CH2:2]1.[C:6]([O:12][CH2:13][CH3:14])(=O)[O:7]COC.[C:15]1(C)[CH:20]=CC=[CH:17][CH:16]=1. The catalyst is CCO. The product is [CH:1]1([N:4]2[C:16]([CH3:17])=[CH:15][C:20]([C:6]([O:12][CH2:13][CH3:14])=[O:7])=[N:5]2)[CH2:3][CH2:2]1. The yield is 0.430. (6) The reactants are Br[C:2]1[CH:3]=[C:4]([N+:21]([O-:23])=[O:22])[C:5]2[N:9]=[C:8]([CH3:10])[N:7]([CH2:11][C:12]3[CH:17]=[CH:16][CH:15]=[C:14]([Cl:18])[C:13]=3[Cl:19])[C:6]=2[CH:20]=1.[NH:24]1[CH2:29][CH2:28][O:27][CH2:26][CH2:25]1.C([O-])([O-])=O.[Cs+].[Cs+].CC(C1C=C(C(C)C)C(C2C=CC=CC=2P(C2CCCCC2)C2CCCCC2)=C(C(C)C)C=1)C. The product is [Cl:19][C:13]1[C:14]([Cl:18])=[CH:15][CH:16]=[CH:17][C:12]=1[CH2:11][N:7]1[C:6]2[CH:20]=[C:2]([N:24]3[CH2:29][CH2:28][O:27][CH2:26][CH2:25]3)[CH:3]=[C:4]([N+:21]([O-:23])=[O:22])[C:5]=2[N:9]=[C:8]1[CH3:10]. The catalyst is O1CCOCC1.C1C=CC(/C=C/C(/C=C/C2C=CC=CC=2)=O)=CC=1.C1C=CC(/C=C/C(/C=C/C2C=CC=CC=2)=O)=CC=1.C1C=CC(/C=C/C(/C=C/C2C=CC=CC=2)=O)=CC=1.[Pd].[Pd]. The yield is 0.480.